Dataset: Reaction yield outcomes from USPTO patents with 853,638 reactions. Task: Predict the reaction yield, written as a fraction of the theoretical maximum amount of product (1.0 means a 100% yield; for example, 0.34 means a 34% yield). The reactants are [C:1]([CH:3]([NH:13][C:14](=O)[CH2:15][CH2:16][CH3:17])[CH2:4][O:5][CH2:6][C:7]1[CH:12]=[CH:11][CH:10]=[CH:9][CH:8]=1)#[N:2].C1(P(C2C=CC=CC=2)C2C=CC=CC=2)C=CC=CC=1.C(Cl)(Cl)(Cl)[Cl:39]. The catalyst is C(#N)C. The product is [Cl:39][C:1]1[N:2]=[C:14]([CH2:15][CH2:16][CH3:17])[NH:13][C:3]=1[CH2:4][O:5][CH2:6][C:7]1[CH:12]=[CH:11][CH:10]=[CH:9][CH:8]=1. The yield is 1.00.